From a dataset of Full USPTO retrosynthesis dataset with 1.9M reactions from patents (1976-2016). Predict the reactants needed to synthesize the given product. Given the product [CH2:14]([C:6]1[CH:5]=[CH:4][C:3]2[C:2]([C:17]3[CH:18]=[C:19]4[C:24](=[CH:25][CH:26]=3)[NH:23][C:22](=[O:27])[CH:21]=[CH:20]4)=[CH:11][CH:10]=[C:9]([O:12][CH3:13])[C:8]=2[N:7]=1)[CH3:15], predict the reactants needed to synthesize it. The reactants are: Br[C:2]1[CH:11]=[CH:10][C:9]([O:12][CH3:13])=[C:8]2[C:3]=1[CH:4]=[CH:5][C:6]([CH2:14][CH3:15])=[N:7]2.Br[C:17]1[CH:18]=[C:19]2[C:24](=[CH:25][CH:26]=1)[NH:23][C:22](=[O:27])[CH:21]=[CH:20]2.